This data is from Forward reaction prediction with 1.9M reactions from USPTO patents (1976-2016). The task is: Predict the product of the given reaction. Given the reactants C([O:8][C:9]1[CH:10]=[C:11]([N:15]2[CH2:20][CH2:19][N:18]([C:21]([C:23]3[N:24]([C:29]4[CH:34]=[CH:33][CH:32]=[CH:31][CH:30]=4)[N:25]=[C:26]([CH3:28])[CH:27]=3)=[O:22])[CH2:17][CH2:16]2)[CH:12]=[N:13][CH:14]=1)C1C=CC=CC=1.C([O-])=O.[NH4+], predict the reaction product. The product is: [OH:8][C:9]1[CH:10]=[C:11]([N:15]2[CH2:16][CH2:17][N:18]([C:21]([C:23]3[N:24]([C:29]4[CH:34]=[CH:33][CH:32]=[CH:31][CH:30]=4)[N:25]=[C:26]([CH3:28])[CH:27]=3)=[O:22])[CH2:19][CH2:20]2)[CH:12]=[N:13][CH:14]=1.